The task is: Predict the product of the given reaction.. This data is from Forward reaction prediction with 1.9M reactions from USPTO patents (1976-2016). (1) Given the reactants O[Li:2].O.C([O:6][C:7](=[O:47])[CH2:8][C:9]1[C:10]([CH2:15][CH2:16][C:17]2[C:22]([C:23]([F:26])([F:25])[F:24])=[CH:21][N:20]=[C:19]([NH:27][C:28]3[CH:33]=[CH:32][C:31]([CH:34]4[CH2:39][CH2:38][N:37]([C:40]([O:42][C:43]([CH3:46])([CH3:45])[CH3:44])=[O:41])[CH2:36][CH2:35]4)=[CH:30][CH:29]=3)[N:18]=2)=[N:11][CH:12]=[N:13][CH:14]=1)C, predict the reaction product. The product is: [C:43]([O:42][C:40]([N:37]1[CH2:36][CH2:35][CH:34]([C:31]2[CH:30]=[CH:29][C:28]([NH:27][C:19]3[N:18]=[C:17]([CH2:16][CH2:15][C:10]4[C:9]([CH2:8][C:7]([O-:47])=[O:6])=[CH:14][N:13]=[CH:12][N:11]=4)[C:22]([C:23]([F:26])([F:25])[F:24])=[CH:21][N:20]=3)=[CH:33][CH:32]=2)[CH2:39][CH2:38]1)=[O:41])([CH3:46])([CH3:44])[CH3:45].[Li+:2]. (2) Given the reactants ClC1C(OC2C=CC(Cl)=C(C(F)(F)F)C=2)=CC(F)=C(C=1)C(O)=O.[CH:24]1([C:27]2[C:28]([CH2:37][O:38][C:39]3[CH:44]=[CH:43][C:42]([Cl:45])=[C:41]([Cl:46])[CH:40]=3)=[CH:29][C:30]([F:36])=[C:31]([CH:35]=2)[C:32]([OH:34])=O)[CH2:26][CH2:25]1.CN(C)S(N)(=O)=O.[N:54]1([S:58]([NH2:61])(=[O:60])=[O:59])[CH2:57][CH2:56][CH2:55]1, predict the reaction product. The product is: [N:54]1([S:58]([NH:61][C:32](=[O:34])[C:31]2[CH:35]=[C:27]([CH:24]3[CH2:25][CH2:26]3)[C:28]([CH2:37][O:38][C:39]3[CH:44]=[CH:43][C:42]([Cl:45])=[C:41]([Cl:46])[CH:40]=3)=[CH:29][C:30]=2[F:36])(=[O:60])=[O:59])[CH2:57][CH2:56][CH2:55]1. (3) Given the reactants C(OC(=O)C[N:6]([CH2:27][C:28]1[CH:33]=[CH:32][C:31]([O:34][CH3:35])=[CH:30][C:29]=1[O:36][CH3:37])[CH2:7][C:8]1[CH:13]=[C:12]([O:14][CH2:15][C:16]2[CH:21]=[CH:20][CH:19]=[CH:18][CH:17]=2)[CH:11]=[CH:10][C:9]=1[C:22](OCC)=[O:23])C.CC(C)([O-])C.[K+].[C:45]([O:48][CH2:49][CH3:50])(=[O:47])[CH3:46].[Cl-].[NH4+], predict the reaction product. The product is: [CH2:49]([O:48][C:45]([C:46]1[N:6]([CH2:27][C:28]2[CH:33]=[CH:32][C:31]([O:34][CH3:35])=[CH:30][C:29]=2[O:36][CH3:37])[CH2:7][C:8]2[C:9]([C:22]=1[OH:23])=[CH:10][CH:11]=[C:12]([O:14][CH2:15][C:16]1[CH:21]=[CH:20][CH:19]=[CH:18][CH:17]=1)[CH:13]=2)=[O:47])[CH3:50]. (4) Given the reactants [Br:1][C:2]1[N:7]=[C:6]2[S:8][C:9]([CH2:11]Br)=[N:10][C:5]2=[CH:4][CH:3]=1.[F:13][C:14]1[C:22]([OH:23])=[CH:21][CH:20]=[C:19]([F:24])[C:15]=1[C:16]([NH2:18])=[O:17].C(=O)([O-])[O-].[K+].[K+], predict the reaction product. The product is: [Br:1][C:2]1[N:7]=[C:6]2[S:8][C:9]([CH2:11][O:23][C:22]3[C:14]([F:13])=[C:15]([C:19]([F:24])=[CH:20][CH:21]=3)[C:16]([NH2:18])=[O:17])=[N:10][C:5]2=[CH:4][CH:3]=1. (5) Given the reactants C([N:8](CC1C=CC=CC=1)[C@H:9]1[CH2:14][CH2:13][C@@H:12]([N:15]([CH:17]([CH3:19])[CH3:18])[CH3:16])[CH2:11][C@H:10]1[CH2:20][CH:21]([OH:25])[CH:22]([CH3:24])[CH3:23])C1C=CC=CC=1.[ClH:33], predict the reaction product. The product is: [NH2:8][C@H:9]1[CH2:14][CH2:13][C@@H:12]([N:15]([CH:17]([CH3:19])[CH3:18])[CH3:16])[CH2:11][C@H:10]1[CH2:20][CH:21]([OH:25])[CH:22]([CH3:24])[CH3:23].[ClH:33].